From a dataset of Catalyst prediction with 721,799 reactions and 888 catalyst types from USPTO. Predict which catalyst facilitates the given reaction. (1) Reactant: [N:1]1[C:10]2[C:5](=[CH:6][CH:7]=[CH:8][C:9]=2[S:11]([NH:14][CH2:15][C:16]([OH:18])=[O:17])(=[O:13])=[O:12])[CH:4]=[CH:3][CH:2]=1.[CH3:19]I.[OH-].[Na+]. Product: [CH3:19][N:14]([CH2:15][C:16]([OH:18])=[O:17])[S:11]([C:9]1[CH:8]=[CH:7][CH:6]=[C:5]2[C:10]=1[N:1]=[CH:2][CH:3]=[CH:4]2)(=[O:12])=[O:13]. The catalyst class is: 3. (2) Reactant: [OH:1][C:2]1[CH:11]=[C:10](I)[CH:9]=[CH:8][C:3]=1[C:4]([O:6][CH3:7])=[O:5].P([O-])([O-])([O-])=O.[K+].[K+].[K+].[F:21][C:22]1[CH:27]=[CH:26][C:25](B(O)O)=[CH:24][CH:23]=1.C1(P(C2CCCCC2)C2CCCCC2)CCCCC1. Product: [F:21][C:22]1[CH:27]=[CH:26][C:25]([C:10]2[CH:9]=[CH:8][C:3]([C:4]([O:6][CH3:7])=[O:5])=[C:2]([OH:1])[CH:11]=2)=[CH:24][CH:23]=1. The catalyst class is: 706. (3) Reactant: [NH2:1][CH2:2][CH:3]1[CH2:8][CH2:7][CH:6]([NH:9][C:10]2[N:18]=[C:17]([NH:19][C:20]3[CH:25]=[CH:24][C:23]([O:26][CH3:27])=[CH:22][C:21]=3[O:28][CH3:29])[N:16]=[C:15]3[C:11]=2[N:12]=[CH:13][NH:14]3)[CH2:5][CH2:4]1.C(N(C(C)C)CC)(C)C.[CH3:39][S:40](Cl)(=[O:42])=[O:41]. Product: [CH3:29][O:28][C:21]1[CH:22]=[C:23]([O:26][CH3:27])[CH:24]=[CH:25][C:20]=1[NH:19][C:17]1[N:16]=[C:15]2[C:11]([N:12]=[CH:13][NH:14]2)=[C:10]([NH:9][CH:6]2[CH2:7][CH2:8][CH:3]([CH2:2][NH:1][S:40]([CH3:39])(=[O:42])=[O:41])[CH2:4][CH2:5]2)[N:18]=1. The catalyst class is: 3.